Dataset: Retrosynthesis with 50K atom-mapped reactions and 10 reaction types from USPTO. Task: Predict the reactants needed to synthesize the given product. (1) Given the product O=C(OCc1ccccc1)N1CCCCC1CCBr, predict the reactants needed to synthesize it. The reactants are: BrC(Br)(Br)Br.O=C(OCc1ccccc1)N1CCCCC1CCO. (2) Given the product COc1cnc(C(=O)Nc2cc(F)c(F)c([C@]34CO[C@H](C(F)F)[C@H]3CSC(NC(=O)OC(C)(C)C)=N4)c2)cn1, predict the reactants needed to synthesize it. The reactants are: CC(C)(C)OC(=O)NC1=N[C@@]2(c3cc(N)cc(F)c3F)CO[C@H](C(F)F)[C@H]2CS1.COc1cnc(C(=O)O)cn1. (3) The reactants are: CC(=O)CCC(=S)Cl.O=C1NC(C(=O)O)Cc2ccccc21. Given the product CC(=O)CCC(=S)N1C(=O)c2ccccc2CC1C(=O)O, predict the reactants needed to synthesize it. (4) Given the product CCOC(=O)CCCCCSc1nc2ccccc2n1CC(=O)O, predict the reactants needed to synthesize it. The reactants are: CCOC(=O)CCCCCSc1nc2ccccc2n1CC(=O)OC(C)(C)C. (5) Given the product O=C(O)C1CCCc2c1c1ccccc1n2CCF, predict the reactants needed to synthesize it. The reactants are: CCOC(=O)C1CCCc2c1c1ccccc1n2CCF. (6) Given the product CC(C)(C)[Si](C)(C)OCCNc1ccc(NC(=O)c2cscc2NC(=O)c2ccc(Cl)s2)cc1, predict the reactants needed to synthesize it. The reactants are: CC(C)(C)[Si](C)(C)OCCNc1ccc(N)cc1.O=C(Nc1cscc1C(=O)O)c1ccc(Cl)s1. (7) Given the product CC(C)(C)OC(=O)N1CCN(c2nccc(-c3ccc(C(=O)NCCc4ccc5[nH]cc(C#N)c5c4)cc3)n2)CC1, predict the reactants needed to synthesize it. The reactants are: CC(C)(C)OC(=O)N1CCNCC1.N#Cc1c[nH]c2ccc(CCNC(=O)c3ccc(-c4ccnc(Cl)n4)cc3)cc12. (8) Given the product Nc1cccc2c1C(O)(C(F)(F)F)CC(=O)N2, predict the reactants needed to synthesize it. The reactants are: Nc1cc(Cl)cc2c1C(O)(C(F)(F)F)CC(=O)N2. (9) Given the product NNC(=O)c1cc2cccc(NS(=O)(=O)c3cccs3)c2[nH]1, predict the reactants needed to synthesize it. The reactants are: NN.O=C(O)c1cc2cccc(NS(=O)(=O)c3cccs3)c2[nH]1.